This data is from Forward reaction prediction with 1.9M reactions from USPTO patents (1976-2016). The task is: Predict the product of the given reaction. Given the reactants [Cl:1][C:2]1[CH:7]=[CH:6][N:5]=[C:4]2[NH:8][C:9]([CH:11]3[CH2:15][CH2:14][N:13]([C:16]([O:18][C:19]([CH3:22])([CH3:21])[CH3:20])=[O:17])[CH2:12]3)=[CH:10][C:3]=12.[OH-].[Na+].[C:25]1([CH3:35])[CH:30]=[CH:29][C:28]([S:31](Cl)(=[O:33])=[O:32])=[CH:27][CH:26]=1.O, predict the reaction product. The product is: [Cl:1][C:2]1[CH:7]=[CH:6][N:5]=[C:4]2[N:8]([S:31]([C:28]3[CH:29]=[CH:30][C:25]([CH3:35])=[CH:26][CH:27]=3)(=[O:33])=[O:32])[C:9]([CH:11]3[CH2:15][CH2:14][N:13]([C:16]([O:18][C:19]([CH3:22])([CH3:21])[CH3:20])=[O:17])[CH2:12]3)=[CH:10][C:3]=12.